Predict the reaction yield, written as a fraction of the theoretical maximum amount of product (1.0 means a 100% yield; for example, 0.34 means a 34% yield). From a dataset of Reaction yield outcomes from USPTO patents with 853,638 reactions. The catalyst is O. The reactants are [CH3:1][O:2][C:3]1[CH:10]=[C:9]([CH3:11])[C:8]([O:12][CH3:13])=[CH:7][C:4]=1[CH:5]=[O:6].[Mn]([O-])(=O)(=O)=[O:15].[K+].[OH-].[Na+]. The yield is 0.710. The product is [CH3:1][O:2][C:3]1[CH:10]=[C:9]([CH3:11])[C:8]([O:12][CH3:13])=[CH:7][C:4]=1[C:5]([OH:15])=[O:6].